Dataset: NCI-60 drug combinations with 297,098 pairs across 59 cell lines. Task: Regression. Given two drug SMILES strings and cell line genomic features, predict the synergy score measuring deviation from expected non-interaction effect. (1) Drug 1: C1C(C(OC1N2C=NC3=C(N=C(N=C32)Cl)N)CO)O. Drug 2: CCN(CC)CCCC(C)NC1=C2C=C(C=CC2=NC3=C1C=CC(=C3)Cl)OC. Cell line: U251. Synergy scores: CSS=37.0, Synergy_ZIP=-11.2, Synergy_Bliss=-3.83, Synergy_Loewe=-5.95, Synergy_HSA=-1.20. (2) Drug 1: C1CCN(CC1)CCOC2=CC=C(C=C2)C(=O)C3=C(SC4=C3C=CC(=C4)O)C5=CC=C(C=C5)O. Drug 2: CCN(CC)CCNC(=O)C1=C(NC(=C1C)C=C2C3=C(C=CC(=C3)F)NC2=O)C. Cell line: CAKI-1. Synergy scores: CSS=9.77, Synergy_ZIP=-4.99, Synergy_Bliss=-5.26, Synergy_Loewe=-30.3, Synergy_HSA=-4.56.